This data is from Reaction yield outcomes from USPTO patents with 853,638 reactions. The task is: Predict the reaction yield, written as a fraction of the theoretical maximum amount of product (1.0 means a 100% yield; for example, 0.34 means a 34% yield). (1) The reactants are [CH3:1][C:2]1[C:6]([C:7]2[C:8](=[O:18])[NH:9][C:10](=[O:17])[N:11]([CH2:13][CH2:14][CH:15]=O)[CH:12]=2)=[CH:5][S:4][N:3]=1.[F:19][C:20]([F:34])([F:33])[C:21]1[CH:26]=[CH:25][C:24]([C@:27]23[CH2:32][C@H:31]2[CH2:30][NH:29][CH2:28]3)=[CH:23][CH:22]=1.C(O)(=O)C.C(O[BH-](OC(=O)C)OC(=O)C)(=O)C.[Na+].C([O-])(O)=O.[Na+]. The catalyst is ClCCCl. The product is [CH3:1][C:2]1[C:6]([C:7]2[C:8](=[O:18])[NH:9][C:10](=[O:17])[N:11]([CH2:13][CH2:14][CH2:15][N:29]3[CH2:30][C@H:31]4[C@:27]([C:24]5[CH:23]=[CH:22][C:21]([C:20]([F:19])([F:34])[F:33])=[CH:26][CH:25]=5)([CH2:32]4)[CH2:28]3)[CH:12]=2)=[CH:5][S:4][N:3]=1. The yield is 0.140. (2) The reactants are [CH:1]1([CH2:6][C@H:7]([CH2:11][N:12]([CH:21]=[O:22])[O:13][CH2:14][C:15]2[CH:20]=[CH:19][CH:18]=[CH:17][CH:16]=2)[C:8]([OH:10])=O)[CH2:5][CH2:4][CH2:3][CH2:2]1.[CH3:23][C@H:24]1[N:29]([CH3:30])[CH2:28][CH2:27][N:26]([C:31]2[C:36]([F:37])=[C:35]([NH:38][NH2:39])[N:34]=[C:33]([CH3:40])[N:32]=2)[CH2:25]1.CN1CCOCC1.C1C=NC2N(O)N=NC=2C=1.C(Cl)CCl. The catalyst is CN(C=O)C. The product is [CH:1]1([CH2:6][C@@H:7]([C:8]([NH:39][NH:38][C:35]2[C:36]([F:37])=[C:31]([N:26]3[CH2:27][CH2:28][N:29]([CH3:30])[C@H:24]([CH3:23])[CH2:25]3)[N:32]=[C:33]([CH3:40])[N:34]=2)=[O:10])[CH2:11][N:12]([O:13][CH2:14][C:15]2[CH:20]=[CH:19][CH:18]=[CH:17][CH:16]=2)[CH:21]=[O:22])[CH2:2][CH2:3][CH2:4][CH2:5]1. The yield is 0.490. (3) The yield is 0.600. The reactants are Cl.[CH2:2]([N:9]([CH2:17][CH:18]1[CH2:23][CH2:22][NH:21][CH2:20][CH2:19]1)[C:10]1[CH:15]=[CH:14][C:13]([Br:16])=[CH:12][CH:11]=1)[C:3]1[CH:8]=[CH:7][CH:6]=[CH:5][CH:4]=1.CCN=C=NCCCN(C)C.C1C=CC2N(O)N=NC=2C=1.CCN(C(C)C)C(C)C.[F:54][C:55]([F:63])([F:62])[C:56]([CH3:61])([CH3:60])[C:57](O)=[O:58]. The catalyst is CN(C=O)C.O. The product is [CH2:2]([N:9]([CH2:17][CH:18]1[CH2:19][CH2:20][N:21]([C:57](=[O:58])[C:56]([CH3:61])([CH3:60])[C:55]([F:63])([F:62])[F:54])[CH2:22][CH2:23]1)[C:10]1[CH:15]=[CH:14][C:13]([Br:16])=[CH:12][CH:11]=1)[C:3]1[CH:4]=[CH:5][CH:6]=[CH:7][CH:8]=1. (4) The reactants are O[C:2]1[CH:7]=[CH:6][N:5]2[N:8]=[CH:9][C:10]([C:11]([O:13][CH2:14][CH3:15])=[O:12])=[C:4]2[N:3]=1.CN([P+](ON1N=NC2C=CC=CC1=2)(N(C)C)N(C)C)C.F[P-](F)(F)(F)(F)F.Cl.[F:44][C:45]1[CH:46]=[CH:47][C:48]([O:57][CH3:58])=[C:49]([CH:51]2[NH:55][CH2:54][C@H:53]([OH:56])[CH2:52]2)[CH:50]=1.CCN(C(C)C)C(C)C. The catalyst is CN(C=O)C.C(Cl)Cl.CCOC(C)=O. The product is [F:44][C:45]1[CH:46]=[CH:47][C:48]([O:57][CH3:58])=[C:49]([C@H:51]2[CH2:52][CH:53]([OH:56])[CH2:54][N:55]2[C:2]2[CH:7]=[CH:6][N:5]3[N:8]=[CH:9][C:10]([C:11]([O:13][CH2:14][CH3:15])=[O:12])=[C:4]3[N:3]=2)[CH:50]=1. The yield is 0.773. (5) The yield is 0.810. The reactants are [Br:1][C:2]1[CH:11]=[C:10]([CH3:12])[CH:9]=[CH:8][C:3]=1[C:4]([O:6][CH3:7])=[O:5].[I:13]I.S(=O)(=O)(O)O. The catalyst is CC(O)=O. The product is [Br:1][C:2]1[CH:11]=[C:10]([CH3:12])[C:9]([I:13])=[CH:8][C:3]=1[C:4]([O:6][CH3:7])=[O:5]. (6) The reactants are [Cl:1][C:2]1[N:7]=[C:6]([S:8][CH2:9][CH2:10][CH3:11])[N:5]=[C:4]([NH:12][C@H:13]2[C@@H:17]3[O:18][C:19]([CH3:22])([CH3:21])[O:20][C@@H:16]3[C@@H:15]([O:23][CH2:24][CH2:25][OH:26])[CH2:14]2)[C:3]=1[N+:27]([O-])=O.C(O)(=O)C. The catalyst is [Fe].O.C(O)C. The product is [NH2:27][C:3]1[C:4]([NH:12][C@H:13]2[C@@H:17]3[O:18][C:19]([CH3:21])([CH3:22])[O:20][C@@H:16]3[C@@H:15]([O:23][CH2:24][CH2:25][OH:26])[CH2:14]2)=[N:5][C:6]([S:8][CH2:9][CH2:10][CH3:11])=[N:7][C:2]=1[Cl:1]. The yield is 0.930.